The task is: Predict the product of the given reaction.. This data is from Forward reaction prediction with 1.9M reactions from USPTO patents (1976-2016). (1) Given the reactants [C:1]([N:4]1[C:8]2[CH:9]=[CH:10][CH:11]=[CH:12][C:7]=2[NH:6][C:5]1=[O:13])([CH3:3])=[CH2:2].[CH3:14][O:15][C:16](=[O:28])[C:17]1[CH:22]=[CH:21][CH:20]=[C:19]([N+:23]([O-:25])=[O:24])[C:18]=1[CH2:26]Br.C([O-])([O-])=O.[K+].[K+].[NH4+].[Cl-], predict the reaction product. The product is: [CH3:14][O:15][C:16](=[O:28])[C:17]1[CH:22]=[CH:21][CH:20]=[C:19]([N+:23]([O-:25])=[O:24])[C:18]=1[CH2:26][N:6]1[C:7]2[CH:12]=[CH:11][CH:10]=[CH:9][C:8]=2[N:4]([C:1]([CH3:3])=[CH2:2])[C:5]1=[O:13]. (2) Given the reactants CO[C:3](=[O:24])[C@H:4]([CH2:22][OH:23])[NH:5][C:6](=O)[C:7]1[CH:12]=[CH:11][C:10]([O:13][C:14]2[CH:19]=[CH:18][C:17]([F:20])=[CH:16][CH:15]=2)=[CH:9][CH:8]=1.Cl.COC(=O)[C@H](CO)[NH2:30].O.ON1C2C=CC=CC=2N=N1.CN1CCOCC1.Cl.CN(C)CCCN=C=NCC, predict the reaction product. The product is: [F:20][C:17]1[CH:16]=[CH:15][C:14]([O:13][C:10]2[CH:9]=[CH:8][C:7]([C:6]3[O:24][CH:3]=[C:4]([C:22]([NH2:30])=[O:23])[N:5]=3)=[CH:12][CH:11]=2)=[CH:19][CH:18]=1. (3) Given the reactants [CH3:1][C:2]([CH:4]1[C:9]([CH3:11])([CH3:10])[CH2:8][CH:7]=[CH:6][CH:5]1[CH3:12])=[O:3].CC(C)([O-])C.[K+], predict the reaction product. The product is: [CH3:1][C:2]([C@@H:4]1[C:9]([CH3:11])([CH3:10])[CH2:8][CH:7]=[CH:6][C@H:5]1[CH3:12])=[O:3].[CH3:1][C:2]([CH:4]1[C:9]([CH3:11])([CH3:10])[CH2:8][CH:7]=[CH:6][CH:5]1[CH3:12])=[O:3]. (4) Given the reactants [CH3:1][C:2](=O)[CH2:3][CH2:4][C:5](=O)[CH3:6].[NH2:9][C:10]1[CH:15]=[CH:14][C:13]([Br:16])=[CH:12][N:11]=1.C, predict the reaction product. The product is: [Br:16][C:13]1[CH:14]=[CH:15][C:10]([N:9]2[C:2]([CH3:1])=[CH:3][CH:4]=[C:5]2[CH3:6])=[N:11][CH:12]=1. (5) Given the reactants [CH3:1][C:2]1[CH:16]=[CH:15][C:5]([C:6]([C:8]2[CH:13]=[CH:12][C:11]([CH3:14])=[CH:10][CH:9]=2)=O)=[CH:4][CH:3]=1.O1[CH2:21][CH2:20][CH2:19][CH2:18]1.Cl.[CH2:23](OCC)C, predict the reaction product. The product is: [C:11]1([CH3:14])[CH:12]=[CH:13][C:8]([C:6]([C:5]2[CH:15]=[CH:16][C:2]([CH3:1])=[CH:3][CH:4]=2)=[C:18]2[CH:23]=[CH:21][CH:20]=[CH:19]2)=[CH:9][CH:10]=1.